This data is from Catalyst prediction with 721,799 reactions and 888 catalyst types from USPTO. The task is: Predict which catalyst facilitates the given reaction. (1) Reactant: [OH:1][C:2]1[CH:7]=[CH:6][C:5]([C:8](=[O:10])[CH3:9])=[CH:4][C:3]=1[C:11]([F:14])([F:13])[F:12].[CH3:15][CH:16](O)[CH3:17].CCOC(/N=N/C(OCC)=O)=O.C1(P(C2C=CC=CC=2)C2C=CC=CC=2)C=CC=CC=1. Product: [CH:16]([O:1][C:2]1[CH:7]=[CH:6][C:5]([C:8](=[O:10])[CH3:9])=[CH:4][C:3]=1[C:11]([F:12])([F:13])[F:14])([CH3:17])[CH3:15]. The catalyst class is: 207. (2) Reactant: [Cl:1][C:2]1[CH:24]=[CH:23][C:5]([CH2:6][NH:7][C:8]([C:10]2[C:11](=[O:22])[C:12]3[CH:19]=[C:18]([CH2:20]Cl)[S:17][C:13]=3[N:14]([CH3:16])[CH:15]=2)=[O:9])=[CH:4][CH:3]=1.[O:25]1[C:29]2[CH:30]=[CH:31][CH:32]=[CH:33][C:28]=2[CH:27]=[C:26]1[CH:34]([OH:38])[CH2:35][NH:36][CH3:37].C(N(CC)C(C)C)(C)C.CN(C)C=O. Product: [O:25]1[C:29]2[CH:30]=[CH:31][CH:32]=[CH:33][C:28]=2[CH:27]=[C:26]1[CH:34]([OH:38])[CH2:35][N:36]([CH2:20][C:18]1[S:17][C:13]2[N:14]([CH3:16])[CH:15]=[C:10]([C:8]([NH:7][CH2:6][C:5]3[CH:23]=[CH:24][C:2]([Cl:1])=[CH:3][CH:4]=3)=[O:9])[C:11](=[O:22])[C:12]=2[CH:19]=1)[CH3:37]. The catalyst class is: 6. (3) Reactant: [F:1][C:2]1[CH:7]=[CH:6][C:5]([S:8]([NH:11][C:12]2[CH:13]=[C:14]3[C:18](=[CH:19][CH:20]=2)[N:17]([CH3:21])[CH:16]=[C:15]3[CH:22]2[CH2:27][CH2:26][NH:25][CH2:24][CH2:23]2)(=[O:10])=[O:9])=[CH:4][CH:3]=1.N1C=CC=CC=1.[C:34](Cl)(=[O:38])[CH:35]([CH3:37])[CH3:36].O. Product: [F:1][C:2]1[CH:7]=[CH:6][C:5]([S:8]([NH:11][C:12]2[CH:13]=[C:14]3[C:18](=[CH:19][CH:20]=2)[N:17]([CH3:21])[CH:16]=[C:15]3[CH:22]2[CH2:27][CH2:26][N:25]([C:34](=[O:38])[CH:35]([CH3:37])[CH3:36])[CH2:24][CH2:23]2)(=[O:9])=[O:10])=[CH:4][CH:3]=1. The catalyst class is: 2. (4) Reactant: [CH:1]1([CH2:4][NH:5][C:6]2[CH:11]=[CH:10][C:9]([S:12]([CH2:15][CH3:16])(=[O:14])=[O:13])=[CH:8][C:7]=2[C:17]2[C:18]3[CH:27]=[CH:26][NH:25][C:19]=3[C:20](=[O:24])[N:21]([CH3:23])[CH:22]=2)[CH2:3][CH2:2]1.[CH:28](=O)[CH2:29][CH3:30].Cl. Product: [CH:1]1([CH2:4][N:5]2[CH:28]([CH2:29][CH3:30])[C:27]3[C:18]4=[C:19]([C:20](=[O:24])[N:21]([CH3:23])[CH:22]=[C:17]4[C:7]4[CH:8]=[C:9]([S:12]([CH2:15][CH3:16])(=[O:13])=[O:14])[CH:10]=[CH:11][C:6]2=4)[NH:25][CH:26]=3)[CH2:3][CH2:2]1. The catalyst class is: 5. (5) Reactant: [NH:1]1[C:9]2[C:4](=[CH:5][CH:6]=[CH:7][CH:8]=2)[C:3]([CH2:10][CH2:11][CH2:12][CH2:13][N:14]2[CH2:19][CH2:18][N:17]([C:20]3[CH:25]=[CH:24][C:23]([OH:26])=[CH:22][CH:21]=3)[CH2:16][CH2:15]2)=[CH:2]1.C(=O)([O-])[O-].[Cs+].[Cs+].[S:33]([C:50]1[CH:56]=[CH:55][C:53]([CH3:54])=[CH:52][CH:51]=1)([O:36][CH2:37][CH2:38]OS(C1C=CC(C)=CC=1)(=O)=O)(=[O:35])=[O:34]. Product: [CH3:54][C:53]1[CH:55]=[CH:56][C:50]([S:33]([O:36][CH2:37][CH2:38][O:26][C:23]2[CH:24]=[CH:25][C:20]([N:17]3[CH2:18][CH2:19][N:14]([CH2:13][CH2:12][CH2:11][CH2:10][C:3]4[C:4]5[C:9](=[CH:8][CH:7]=[CH:6][CH:5]=5)[NH:1][CH:2]=4)[CH2:15][CH2:16]3)=[CH:21][CH:22]=2)(=[O:35])=[O:34])=[CH:51][CH:52]=1. The catalyst class is: 10. (6) Reactant: [C:1](Cl)(C)=O.[Br:5][C:6]1[CH:7]=[C:8]([CH:22]=[CH:23][CH:24]=1)[CH2:9][O:10][C:11]1[CH:16]=[CH:15][CH:14]=[CH:13][C:12]=1[CH2:17][C:18]([O:20][CH3:21])=[O:19].C(=O)(O)[O-]. Product: [Br:5][C:6]1[CH:7]=[C:8]([CH:22]=[CH:23][CH:24]=1)[CH2:9][O:10][C:11]1[CH:16]=[CH:15][CH:14]=[CH:13][C:12]=1[CH2:17][C:18]([O:20][CH2:21][CH3:1])=[O:19]. The catalyst class is: 14. (7) Reactant: [CH3:1][C:2]1[CH:11]=[CH:10][C:5]([C:6]([NH:8][NH2:9])=[O:7])=[CH:4][C:3]=1[C:12]1[CH:20]=[C:19]2[C:15]([C:16]3([CH2:25][CH2:24][CH2:23][CH2:22]3)[C:17](=[O:21])[NH:18]2)=[CH:14][CH:13]=1.[CH3:26][C:27](C)(C)C([O-])([O-])[O-].O. Product: [CH3:1][C:2]1[CH:11]=[CH:10][C:5]([C:6]2[O:7][C:26]([CH3:27])=[N:9][N:8]=2)=[CH:4][C:3]=1[C:12]1[CH:20]=[C:19]2[C:15]([C:16]3([CH2:25][CH2:24][CH2:23][CH2:22]3)[C:17](=[O:21])[NH:18]2)=[CH:14][CH:13]=1. The catalyst class is: 15.